From a dataset of Full USPTO retrosynthesis dataset with 1.9M reactions from patents (1976-2016). Predict the reactants needed to synthesize the given product. (1) The reactants are: [NH2:1][C:2]1[CH:18]=[CH:17][C:16]([F:19])=[CH:15][C:3]=1[C:4]([NH:6][C:7]1[CH:12]=[CH:11][CH:10]=[C:9]([Br:13])[C:8]=1[CH3:14])=[O:5].Cl[C:21](Cl)([O:23]C(=O)OC(Cl)(Cl)Cl)Cl.C([O-])(O)=O.[Na+]. Given the product [Br:13][C:9]1[C:8]([CH3:14])=[C:7]([N:6]2[C:4](=[O:5])[C:3]3[C:2](=[CH:18][CH:17]=[C:16]([F:19])[CH:15]=3)[NH:1][C:21]2=[O:23])[CH:12]=[CH:11][CH:10]=1, predict the reactants needed to synthesize it. (2) Given the product [O:45]1[CH:44]=[N:9][N:10]=[C:11]1[CH2:13][O:14][C:15]1[CH:20]=[CH:19][C:18]([NH:21][S:22]([C:25]2[CH:26]=[CH:27][C:28]([CH3:34])=[C:29]([CH:33]=2)[C:30]([OH:32])=[O:31])(=[O:23])=[O:24])=[CH:17][CH:16]=1, predict the reactants needed to synthesize it. The reactants are: C(N1C=[C:11]([CH2:13][O:14][C:15]2[CH:20]=[CH:19][C:18]([NH:21][S:22]([C:25]3[CH:26]=[CH:27][C:28]([CH3:34])=[C:29]([CH:33]=3)[C:30]([OH:32])=[O:31])(=[O:24])=[O:23])=[CH:17][CH:16]=2)[N:10]=[N:9]1)C1C=CC=CC=1.ClS(C1C=CC(C)=C(C=1)[C:44](O)=[O:45])(=O)=O.O1C=NN=C1COC1C=CC(N)=CC=1. (3) Given the product [O:1]1[C:5]2[CH:6]=[CH:7][C:8]([C:10]3([C:13]([NH:15][C:16]4[CH:17]=[C:18]5[C:22](=[CH:23][CH:24]=4)[NH:21][C:20]([C:25]([CH3:28])([CH3:27])[CH3:26])=[C:19]5[S:32]([CH3:31])(=[O:34])=[O:33])=[O:14])[CH2:12][CH2:11]3)=[CH:9][C:4]=2[O:3][CH2:2]1, predict the reactants needed to synthesize it. The reactants are: [O:1]1[C:5]2[CH:6]=[CH:7][C:8]([C:10]3([C:13]([NH:15][C:16]4[CH:17]=[C:18]5[C:22](=[CH:23][CH:24]=4)[NH:21][C:20]([C:25]([CH3:28])([CH3:27])[CH3:26])=[CH:19]5)=[O:14])[CH2:12][CH2:11]3)=[CH:9][C:4]=2[O:3][CH2:2]1.[H-].[Na+].[CH3:31][S:32](Cl)(=[O:34])=[O:33].O. (4) Given the product [CH2:23]([C:19]1[CH:20]=[C:21]([CH3:22])[C:16]([N:13]2[CH2:14][CH2:15][N:10]([C:8]([C:5]3[CH:6]=[CH:7][C:2]([N:29]4[CH2:28][C:27]([CH3:33])([CH3:26])[O:31][C:30]4=[O:32])=[CH:3][C:4]=3[F:25])=[O:9])[CH2:11][CH2:12]2)=[N:17][CH:18]=1)[CH3:24], predict the reactants needed to synthesize it. The reactants are: Br[C:2]1[CH:7]=[CH:6][C:5]([C:8]([N:10]2[CH2:15][CH2:14][N:13]([C:16]3[C:21]([CH3:22])=[CH:20][C:19]([CH2:23][CH3:24])=[CH:18][N:17]=3)[CH2:12][CH2:11]2)=[O:9])=[C:4]([F:25])[CH:3]=1.[CH3:26][C:27]1([CH3:33])[O:31][C:30](=[O:32])[NH:29][CH2:28]1. (5) Given the product [F:18][C:19]1[N:24]=[CH:23][C:22]([NH:25][C:2]2[C:11]3[C:6](=[C:7]([CH3:14])[CH:8]=[C:9]([S:12][CH3:13])[CH:10]=3)[N:5]=[N:4][C:3]=2[C:15]([NH2:17])=[O:16])=[CH:21][C:20]=1[CH3:26], predict the reactants needed to synthesize it. The reactants are: Cl[C:2]1[C:11]2[C:6](=[C:7]([CH3:14])[CH:8]=[C:9]([S:12][CH3:13])[CH:10]=2)[N:5]=[N:4][C:3]=1[C:15]([NH2:17])=[O:16].[F:18][C:19]1[N:24]=[CH:23][C:22]([NH2:25])=[CH:21][C:20]=1[CH3:26].